From a dataset of Forward reaction prediction with 1.9M reactions from USPTO patents (1976-2016). Predict the product of the given reaction. (1) Given the reactants [CH3:1][N:2]([CH3:16])/[CH:3]=[N:4]/[C:5]1[NH:6][C:7](=[O:15])[C:8]([N+:12]([O-:14])=[O:13])=[C:9]([CH3:11])[N:10]=1.C1CCN2C(=NCCC2)CC1.[CH2:28](Br)[C:29]1[CH:34]=[CH:33][CH:32]=[CH:31][CH:30]=1.Cl, predict the reaction product. The product is: [CH2:28]([N:6]1[C:7](=[O:15])[C:8]([N+:12]([O-:14])=[O:13])=[C:9]([CH3:11])[N:10]=[C:5]1/[N:4]=[CH:3]/[N:2]([CH3:1])[CH3:16])[C:29]1[CH:34]=[CH:33][CH:32]=[CH:31][CH:30]=1. (2) Given the reactants [F:1][C:2]1[CH:3]=[C:4]([C:26]2([NH2:29])[CH2:28][CH2:27]2)[CH:5]=[CH:6][C:7]=1[C:8]1[S:9][C:10]2[C:15]([N:16]=1)=[CH:14][CH:13]=[C:12]([C:17]1([C:20]3[CH:25]=[CH:24][CH:23]=[CH:22][CH:21]=3)[CH2:19][CH2:18]1)[N:11]=2.[C:30]([O:34][CH3:35])(=[O:33])[CH:31]=[CH2:32], predict the reaction product. The product is: [F:1][C:2]1[CH:3]=[C:4]([C:26]2([NH:29][CH2:32][CH2:31][C:30]([O:34][CH3:35])=[O:33])[CH2:28][CH2:27]2)[CH:5]=[CH:6][C:7]=1[C:8]1[S:9][C:10]2[C:15]([N:16]=1)=[CH:14][CH:13]=[C:12]([C:17]1([C:20]3[CH:25]=[CH:24][CH:23]=[CH:22][CH:21]=3)[CH2:18][CH2:19]1)[N:11]=2. (3) Given the reactants [C:1]1(=O)O[C:4](=O)[CH:3]=[CH:2]1.[CH2:8]=[CH:9][CH2:10][CH2:11][CH2:12][CH3:13], predict the reaction product. The product is: [CH2:1]=[CH:2][CH2:3][CH2:4][CH2:8][CH2:9][CH2:10][CH2:11][CH2:12][CH3:13]. (4) Given the reactants [Cl:1][C:2]1[CH:7]=[CH:6][C:5]([C:8]2[N:12]([C:13]3[CH:18]=[CH:17][C:16]([Cl:19])=[CH:15][C:14]=3[Cl:20])[N:11]=[C:10]([C:21](O)=O)[C:9]=2[CH3:24])=[CH:4][CH:3]=1.[CH2:25]([NH:27][C:28]([CH3:33])([CH3:32])[C:29]([NH2:31])=[O:30])[CH3:26], predict the reaction product. The product is: [Cl:1][C:2]1[CH:7]=[CH:6][C:5]([C:8]2[N:12]([C:13]3[CH:18]=[CH:17][C:16]([Cl:19])=[CH:15][C:14]=3[Cl:20])[N:11]=[C:10]([C:21]3[N:27]([CH2:25][CH3:26])[C:28]([CH3:33])([CH3:32])[C:29](=[O:30])[N:31]=3)[C:9]=2[CH3:24])=[CH:4][CH:3]=1. (5) Given the reactants Cl[C:2]1[CH:7]=[C:6]([Cl:8])[N:5]=[C:4]([S:9][CH2:10][C:11]2[CH:16]=[CH:15][CH:14]=[C:13]([F:17])[C:12]=2[F:18])[N:3]=1.FC1C(F)=CC=CC=1CSC1N=C(NS(N2CCC2)(=O)=O)C=C(OC(CO)CO)N=1.[CH3:49][C:50]([CH3:53])([O-:52])[CH3:51].[K+], predict the reaction product. The product is: [Cl:8][C:6]1[CH:7]=[C:2]([O:52][C:50]([CH3:53])([CH3:51])[CH3:49])[N:3]=[C:4]([S:9][CH2:10][C:11]2[CH:16]=[CH:15][CH:14]=[C:13]([F:17])[C:12]=2[F:18])[N:5]=1.